Regression. Given two drug SMILES strings and cell line genomic features, predict the synergy score measuring deviation from expected non-interaction effect. From a dataset of NCI-60 drug combinations with 297,098 pairs across 59 cell lines. (1) Drug 1: C1=NC2=C(N1)C(=S)N=C(N2)N. Drug 2: CN1C2=C(C=C(C=C2)N(CCCl)CCCl)N=C1CCCC(=O)O.Cl. Cell line: ACHN. Synergy scores: CSS=42.2, Synergy_ZIP=-6.19, Synergy_Bliss=-6.06, Synergy_Loewe=-34.3, Synergy_HSA=-4.91. (2) Drug 1: COC1=NC(=NC2=C1N=CN2C3C(C(C(O3)CO)O)O)N. Drug 2: CC1CCC2CC(C(=CC=CC=CC(CC(C(=O)C(C(C(=CC(C(=O)CC(OC(=O)C3CCCCN3C(=O)C(=O)C1(O2)O)C(C)CC4CCC(C(C4)OC)O)C)C)O)OC)C)C)C)OC. Cell line: SF-268. Synergy scores: CSS=2.70, Synergy_ZIP=-0.325, Synergy_Bliss=0.771, Synergy_Loewe=0.638, Synergy_HSA=0.429. (3) Cell line: PC-3. Drug 1: C1=CC(=CC=C1C#N)C(C2=CC=C(C=C2)C#N)N3C=NC=N3. Synergy scores: CSS=13.4, Synergy_ZIP=-4.42, Synergy_Bliss=1.84, Synergy_Loewe=-0.0762, Synergy_HSA=2.75. Drug 2: CC1=C(N=C(N=C1N)C(CC(=O)N)NCC(C(=O)N)N)C(=O)NC(C(C2=CN=CN2)OC3C(C(C(C(O3)CO)O)O)OC4C(C(C(C(O4)CO)O)OC(=O)N)O)C(=O)NC(C)C(C(C)C(=O)NC(C(C)O)C(=O)NCCC5=NC(=CS5)C6=NC(=CS6)C(=O)NCCC[S+](C)C)O. (4) Drug 1: CC1=C(C=C(C=C1)NC2=NC=CC(=N2)N(C)C3=CC4=NN(C(=C4C=C3)C)C)S(=O)(=O)N.Cl. Drug 2: C1=CC(=CC=C1C#N)C(C2=CC=C(C=C2)C#N)N3C=NC=N3. Cell line: MALME-3M. Synergy scores: CSS=6.39, Synergy_ZIP=5.55, Synergy_Bliss=3.65, Synergy_Loewe=2.02, Synergy_HSA=2.54. (5) Cell line: K-562. Drug 2: CC1C(C(=O)NC(C(=O)N2CCCC2C(=O)N(CC(=O)N(C(C(=O)O1)C(C)C)C)C)C(C)C)NC(=O)C3=C4C(=C(C=C3)C)OC5=C(C(=O)C(=C(C5=N4)C(=O)NC6C(OC(=O)C(N(C(=O)CN(C(=O)C7CCCN7C(=O)C(NC6=O)C(C)C)C)C)C(C)C)C)N)C. Synergy scores: CSS=41.1, Synergy_ZIP=3.80, Synergy_Bliss=3.20, Synergy_Loewe=2.25, Synergy_HSA=4.87. Drug 1: C1=CC(=CC=C1CCC2=CNC3=C2C(=O)NC(=N3)N)C(=O)NC(CCC(=O)O)C(=O)O. (6) Drug 1: CNC(=O)C1=CC=CC=C1SC2=CC3=C(C=C2)C(=NN3)C=CC4=CC=CC=N4. Drug 2: C1CCC(CC1)NC(=O)N(CCCl)N=O. Cell line: NCIH23. Synergy scores: CSS=9.51, Synergy_ZIP=-6.86, Synergy_Bliss=-0.685, Synergy_Loewe=-2.26, Synergy_HSA=-1.55.